From a dataset of Forward reaction prediction with 1.9M reactions from USPTO patents (1976-2016). Predict the product of the given reaction. Given the reactants [CH3:1][O:2][C:3](=[O:18])[C:4]1[CH:9]=[C:8]([Cl:10])[C:7]([O:11][CH3:12])=[CH:6][C:5]=1[O:13][CH2:14][CH2:15][CH2:16]Br.C([O-])([O-])=O.[K+].[K+].[Cl:25][C:26]1[CH:31]=[CH:30][C:29]([C:32]2([OH:37])[CH2:36][CH2:35][NH:34][CH2:33]2)=[CH:28][CH:27]=1, predict the reaction product. The product is: [CH3:1][O:2][C:3](=[O:18])[C:4]1[CH:9]=[C:8]([Cl:10])[C:7]([O:11][CH3:12])=[CH:6][C:5]=1[O:13][CH2:14][CH2:15][CH2:16][N:34]1[CH2:35][CH2:36][C:32]([C:29]2[CH:30]=[CH:31][C:26]([Cl:25])=[CH:27][CH:28]=2)([OH:37])[CH2:33]1.